From a dataset of Reaction yield outcomes from USPTO patents with 853,638 reactions. Predict the reaction yield, written as a fraction of the theoretical maximum amount of product (1.0 means a 100% yield; for example, 0.34 means a 34% yield). The reactants are [NH:1]1[CH:5]=[CH:4][CH:3]=[N:2]1.[H-].[Na+].[Cl:8][C:9]1[CH:17]=[CH:16][C:15](F)=[CH:14][C:10]=1[C:11]([NH2:13])=[O:12]. The catalyst is CN(C=O)C. The product is [Cl:8][C:9]1[CH:17]=[CH:16][C:15]([N:1]2[CH:5]=[CH:4][CH:3]=[N:2]2)=[CH:14][C:10]=1[C:11]([NH2:13])=[O:12]. The yield is 0.170.